From a dataset of Full USPTO retrosynthesis dataset with 1.9M reactions from patents (1976-2016). Predict the reactants needed to synthesize the given product. (1) Given the product [Cl:21][C:22]1[CH:30]=[C:29]2[C:25]([C:26]([S:1][C:2]3[CH:3]=[C:4]([CH:10]=[CH:11][CH:12]=3)[C:5]([O:7][CH2:8][CH3:9])=[O:6])=[CH:27][N:28]2[C:31]2[CH:32]=[N:33][N:34]([CH2:36][CH2:37][CH3:38])[CH:35]=2)=[CH:24][CH:23]=1, predict the reactants needed to synthesize it. The reactants are: [SH:1][C:2]1[CH:3]=[C:4]([CH:10]=[CH:11][CH:12]=1)[C:5]([O:7][CH2:8][CH3:9])=[O:6].C1C(=O)N(Cl)C(=O)C1.[Cl:21][C:22]1[CH:30]=[C:29]2[C:25]([CH:26]=[CH:27][N:28]2[C:31]2[CH:32]=[N:33][N:34]([CH2:36][CH2:37][CH3:38])[CH:35]=2)=[CH:24][CH:23]=1. (2) The reactants are: C(N([CH2:6][C:7]1[CH:35]=[CH:34][C:10]2[C:11](=[O:33])[N:12]([C:14]([C:27]3[CH:32]=[CH:31][CH:30]=[CH:29][CH:28]=3)([C:21]3[CH:26]=[CH:25][CH:24]=[CH:23][CH:22]=3)[C:15]3[CH:20]=[CH:19][CH:18]=[CH:17][CH:16]=3)[O:13][C:9]=2[CH:8]=1)CC)C.C([Cl:41])(=O)OCC.C(Cl)Cl. Given the product [Cl:41][CH2:6][C:7]1[CH:35]=[CH:34][C:10]2[C:11](=[O:33])[N:12]([C:14]([C:27]3[CH:32]=[CH:31][CH:30]=[CH:29][CH:28]=3)([C:21]3[CH:26]=[CH:25][CH:24]=[CH:23][CH:22]=3)[C:15]3[CH:20]=[CH:19][CH:18]=[CH:17][CH:16]=3)[O:13][C:9]=2[CH:8]=1, predict the reactants needed to synthesize it. (3) Given the product [O:13]([C:3]1[C:4]([C:9]([CH3:10])([CH3:12])[CH3:11])=[CH:5][C:6]([CH3:8])=[CH:7][C:2]=1/[N:1]=[CH:20]/[C:15]1[CH:16]=[CH:17][CH:18]=[CH:19][N:14]=1)[C:2]1[CH:7]=[CH:6][CH:5]=[CH:4][CH:3]=1, predict the reactants needed to synthesize it. The reactants are: [NH2:1][C:2]1[CH:7]=[C:6]([CH3:8])[CH:5]=[C:4]([C:9]([CH3:12])([CH3:11])[CH3:10])[C:3]=1[OH:13].[N:14]1[CH:19]=[CH:18][CH:17]=[CH:16][C:15]=1[CH:20]=O. (4) Given the product [Br:32][C:33]1[CH:34]=[C:35]2[C:39](=[CH:40][CH:41]=1)[NH:38][N:37]=[C:36]2[C:42]([NH:45][CH2:46][CH:47]1[CH2:52][CH2:51][N:50]([C:53]([O:55][C:56]([CH3:59])([CH3:58])[CH3:57])=[O:54])[CH2:49][CH2:48]1)=[O:44], predict the reactants needed to synthesize it. The reactants are: COC1C=C2C(=CC=1)NN=C2C(NCC1CCN(CC2SC=C(C(OC)=O)N=2)CC1)=O.[Br:32][C:33]1[CH:34]=[C:35]2[C:39](=[CH:40][CH:41]=1)[NH:38][N:37]=[C:36]2[C:42]([OH:44])=O.[NH2:45][CH2:46][CH:47]1[CH2:52][CH2:51][N:50]([C:53]([O:55][C:56]([CH3:59])([CH3:58])[CH3:57])=[O:54])[CH2:49][CH2:48]1. (5) Given the product [CH2:1]([O:8][C:9](=[O:43])[C@H:10]([N:14]([CH2:26][C:27]1[CH:28]=[C:29]2[C:33](=[CH:34][CH:35]=1)[NH:32][CH:31]=[CH:30]2)[S:15]([C:18]1[CH:23]=[CH:22][C:21]([O:24][CH3:25])=[CH:20][CH:19]=1)(=[O:17])=[O:16])[CH:11]([CH3:13])[CH3:12])[C:2]1[CH:7]=[CH:6][CH:5]=[CH:4][CH:3]=1, predict the reactants needed to synthesize it. The reactants are: [CH2:1]([O:8][C:9](=[O:43])[C@H:10]([N:14]([CH2:26][C:27]1[CH:28]=[C:29]2[C:33](=[CH:34][CH:35]=1)[N:32](C(OC(C)(C)C)=O)[CH:31]=[CH:30]2)[S:15]([C:18]1[CH:23]=[CH:22][C:21]([O:24][CH3:25])=[CH:20][CH:19]=1)(=[O:17])=[O:16])[CH:11]([CH3:13])[CH3:12])[C:2]1[CH:7]=[CH:6][CH:5]=[CH:4][CH:3]=1.FC(F)(F)C(O)=O. (6) Given the product [F:14][C:13]1[C:8]([O:7][C:4]2[CH:5]=[CH:6][CH:1]=[CH:2][CH:3]=2)=[CH:9][CH:10]=[CH:11][C:12]=1[C:32]([OH:34])=[O:33], predict the reactants needed to synthesize it. The reactants are: [CH:1]1[CH:6]=[CH:5][C:4]([O:7][C:8]2[C:13]([F:14])=[CH:12][CH:11]=[CH:10][CH:9]=2)=[CH:3][CH:2]=1.CN(C)CCN(C)CCN(C)C.C([Li])CCC.[C:32](=[O:34])=[O:33]. (7) Given the product [CH3:1][C:2]1[N:6]2[CH:7]=[CH:8][C:9]3[CH2:10][CH2:11][CH2:12][CH2:13][C:14]=3[C:5]2=[N:4][C:3]=1[CH2:15][OH:16], predict the reactants needed to synthesize it. The reactants are: [CH3:1][C:2]1[N:6]2[CH:7]=[CH:8][C:9]3[CH2:10][CH2:11][CH2:12][CH2:13][C:14]=3[C:5]2=[N:4][C:3]=1[C:15](OCC)=[O:16].[H-].[H-].[H-].[H-].[Li+].[Al+3].O.O.O.O.O.O.O.O.O.O.S([O-])([O-])(=O)=O.[Na+].[Na+].